Dataset: Reaction yield outcomes from USPTO patents with 853,638 reactions. Task: Predict the reaction yield, written as a fraction of the theoretical maximum amount of product (1.0 means a 100% yield; for example, 0.34 means a 34% yield). (1) The reactants are [Br:1][C:2]1[CH:7]=[CH:6][C:5]([CH2:8][C:9]([N:11]([CH2:18][CH2:19][C:20]2[CH:25]=[CH:24][CH:23]=[C:22]([O:26][CH3:27])[CH:21]=2)[C:12]2[CH:17]=[CH:16][CH:15]=[CH:14][CH:13]=2)=O)=[CH:4][CH:3]=1.[I-].[K+].[BH4-].[Na+]. The catalyst is P(Cl)(Cl)(Cl)=O. The product is [Br:1][C:2]1[CH:7]=[CH:6][C:5]([CH2:8][CH:9]2[C:25]3[C:20](=[CH:21][C:22]([O:26][CH3:27])=[CH:23][CH:24]=3)[CH2:19][CH2:18][N:11]2[C:12]2[CH:17]=[CH:16][CH:15]=[CH:14][CH:13]=2)=[CH:4][CH:3]=1. The yield is 0.210. (2) The reactants are Br[C:2]1[C:3]([NH:9][CH2:10][C:11]([O:13][CH2:14][CH3:15])=[O:12])=[N:4][CH:5]=[C:6]([Br:8])[N:7]=1.[CH3:16][O:17][C@H:18]1[CH2:23][CH2:22][C@H:21]([NH2:24])[CH2:20][CH2:19]1.C(N(CC)C(C)C)(C)C.CS(C)=O. The catalyst is C(OCC)(=O)C. The product is [Br:8][C:6]1[N:7]=[C:2]([NH:24][C@H:21]2[CH2:22][CH2:23][C@H:18]([O:17][CH3:16])[CH2:19][CH2:20]2)[C:3]([NH:9][CH2:10][C:11]([O:13][CH2:14][CH3:15])=[O:12])=[N:4][CH:5]=1. The yield is 0.448.